From a dataset of Forward reaction prediction with 1.9M reactions from USPTO patents (1976-2016). Predict the product of the given reaction. Given the reactants Br[C:2]1[CH:3]=[C:4]([NH:10][C@H:11]([CH2:15][CH:16]2[CH2:21][CH2:20][CH2:19][CH2:18][CH2:17]2)[C:12]([NH2:14])=[O:13])[CH:5]=[N:6][C:7]=1[C:8]#[N:9].Cl.[CH3:23][C:24]1[CH:28]=[C:27]([NH2:29])[S:26][N:25]=1.O(C1C=CC=CC=1)[Na].O.O.O.CC1(C)C2C(=C(P(C3C=CC=CC=3)C3C=CC=CC=3)C=CC=2)OC2C(P(C3C=CC=CC=3)C3C=CC=CC=3)=CC=CC1=2, predict the reaction product. The product is: [C:8]([C:7]1[N:6]=[CH:5][C:4]([NH:10][C@H:11]([CH2:15][CH:16]2[CH2:21][CH2:20][CH2:19][CH2:18][CH2:17]2)[C:12]([NH2:14])=[O:13])=[CH:3][C:2]=1[NH:29][C:27]1[S:26][N:25]=[C:24]([CH3:23])[CH:28]=1)#[N:9].